This data is from NCI-60 drug combinations with 297,098 pairs across 59 cell lines. The task is: Regression. Given two drug SMILES strings and cell line genomic features, predict the synergy score measuring deviation from expected non-interaction effect. (1) Drug 2: CCC1=C2CN3C(=CC4=C(C3=O)COC(=O)C4(CC)O)C2=NC5=C1C=C(C=C5)O. Drug 1: CCC1(CC2CC(C3=C(CCN(C2)C1)C4=CC=CC=C4N3)(C5=C(C=C6C(=C5)C78CCN9C7C(C=CC9)(C(C(C8N6C=O)(C(=O)OC)O)OC(=O)C)CC)OC)C(=O)OC)O.OS(=O)(=O)O. Synergy scores: CSS=35.0, Synergy_ZIP=-5.34, Synergy_Bliss=-5.41, Synergy_Loewe=-11.6, Synergy_HSA=-4.53. Cell line: SNB-19. (2) Drug 1: CNC(=O)C1=CC=CC=C1SC2=CC3=C(C=C2)C(=NN3)C=CC4=CC=CC=N4. Drug 2: COC1=NC(=NC2=C1N=CN2C3C(C(C(O3)CO)O)O)N. Cell line: SF-268. Synergy scores: CSS=4.64, Synergy_ZIP=2.45, Synergy_Bliss=5.43, Synergy_Loewe=-2.75, Synergy_HSA=1.21. (3) Drug 1: C1=CC(=C2C(=C1NCCNCCO)C(=O)C3=C(C=CC(=C3C2=O)O)O)NCCNCCO. Drug 2: CC1=C(C(=O)C2=C(C1=O)N3CC4C(C3(C2COC(=O)N)OC)N4)N. Cell line: NCI-H522. Synergy scores: CSS=61.3, Synergy_ZIP=-1.57, Synergy_Bliss=1.20, Synergy_Loewe=3.96, Synergy_HSA=6.99.